Predict the product of the given reaction. From a dataset of Forward reaction prediction with 1.9M reactions from USPTO patents (1976-2016). (1) Given the reactants Br[C:2]1[CH:3]=[CH:4][C:5]2[N:9]=[C:8]([O:10][CH:11]3[CH2:14][O:13][CH2:12]3)[N:7]([C:15]3[CH:20]=[CH:19][N:18]=[C:17]([NH2:21])[N:16]=3)[C:6]=2[CH:22]=1.[CH3:23][C:24]1[O:28][N:27]=[C:26]([C@:29]([OH:33])([C:31]#[CH:32])[CH3:30])[CH:25]=1, predict the reaction product. The product is: [NH2:21][C:17]1[N:16]=[C:15]([N:7]2[C:6]3[CH:22]=[C:2]([C:32]#[C:31][C@:29]([C:26]4[CH:25]=[C:24]([CH3:23])[O:28][N:27]=4)([OH:33])[CH3:30])[CH:3]=[CH:4][C:5]=3[N:9]=[C:8]2[O:10][CH:11]2[CH2:14][O:13][CH2:12]2)[CH:20]=[CH:19][N:18]=1. (2) Given the reactants [C:1]([CH2:3][C:4]([NH:6][NH2:7])=[O:5])#[N:2].O(OC(C)=O)[O:9][C:10]([CH3:12])=O, predict the reaction product. The product is: [C:10]([N:6]([C:4](=[O:5])[CH2:3][C:1]#[N:2])[NH2:7])(=[O:9])[CH3:12]. (3) Given the reactants [CH:1]1([NH:6][C:7]([C:9]2[S:13][C:12]([C:14]3[CH:19]=[C:18]([NH:20][C:21]([NH:23][CH2:24][CH3:25])=[O:22])[N:17]=[CH:16][C:15]=3[C:26]3[CH:27]=[N:28][CH:29]=[C:30]([C:32]([OH:34])=O)[CH:31]=3)=[N:11][C:10]=2[C:35]([F:38])([F:37])[F:36])=[O:8])[CH2:5][CH2:4][CH2:3][CH2:2]1.P(Cl)(Cl)(Cl)=O.[C:44]([NH:47][NH2:48])(=O)[CH3:45], predict the reaction product. The product is: [CH:1]1([NH:6][C:7]([C:9]2[S:13][C:12]([C:14]3[CH:19]=[C:18]([NH:20][C:21]([NH:23][CH2:24][CH3:25])=[O:22])[N:17]=[CH:16][C:15]=3[C:26]3[CH:27]=[N:28][CH:29]=[C:30]([C:32]4[O:34][C:44]([CH3:45])=[N:47][N:48]=4)[CH:31]=3)=[N:11][C:10]=2[C:35]([F:38])([F:36])[F:37])=[O:8])[CH2:5][CH2:4][CH2:3][CH2:2]1. (4) Given the reactants Br[C:2]1[CH:11]=[CH:10][CH:9]=[C:8]2[C:3]=1[CH2:4][CH2:5][N:6]([C:16]([O:18][C:19]([CH3:22])([CH3:21])[CH3:20])=[O:17])[CH:7]2[C:12]([O:14][CH3:15])=[O:13].B1([C:32]2[CH:37]=[N:36][CH:35]=[N:34][CH:33]=2)OC(C)(C)C(C)(C)O1.P([O-])([O-])([O-])=O.[K+].[K+].[K+].CS(C)=O, predict the reaction product. The product is: [N:34]1[CH:33]=[C:32]([C:2]2[CH:11]=[CH:10][CH:9]=[C:8]3[C:3]=2[CH2:4][CH2:5][N:6]([C:16]([O:18][C:19]([CH3:22])([CH3:21])[CH3:20])=[O:17])[CH:7]3[C:12]([O:14][CH3:15])=[O:13])[CH:37]=[N:36][CH:35]=1. (5) Given the reactants Cl[C:2]1[CH:3]=[C:4]([C:9]2[O:13][C:12]([C:14]([OH:16])=O)=[CH:11][CH:10]=2)[CH:5]=[C:6]([Cl:8])[CH:7]=1.[CH2:17]([O:19][C:20](=[O:30])[CH2:21][CH2:22][C:23]1[CH:28]=[CH:27][CH:26]=[C:25]([NH2:29])[CH:24]=1)[CH3:18], predict the reaction product. The product is: [CH2:17]([O:19][C:20](=[O:30])[CH2:21][CH2:22][C:23]1[CH:28]=[CH:27][CH:26]=[C:25]([NH:29][C:14]([C:12]2[O:13][C:9]([C:4]3[CH:3]=[CH:2][CH:7]=[C:6]([Cl:8])[CH:5]=3)=[CH:10][CH:11]=2)=[O:16])[CH:24]=1)[CH3:18].